Dataset: Catalyst prediction with 721,799 reactions and 888 catalyst types from USPTO. Task: Predict which catalyst facilitates the given reaction. Reactant: [CH3:1][O:2][CH2:3][CH2:4][NH2:5].[Cl-].[Li+].[C:8]([O:12][CH2:13][C:14]1[CH:19]=[CH:18][CH:17]=[CH:16][CH:15]=1)(=[O:11])[CH:9]=[CH2:10]. Product: [CH3:1][O:2][CH2:3][CH2:4][NH:5][CH2:10][CH2:9][C:8]([O:12][CH2:13][C:14]1[CH:19]=[CH:18][CH:17]=[CH:16][CH:15]=1)=[O:11]. The catalyst class is: 92.